From a dataset of Full USPTO retrosynthesis dataset with 1.9M reactions from patents (1976-2016). Predict the reactants needed to synthesize the given product. (1) Given the product [Cl:1][C:2]1[C:3]([C:61]([NH:30][CH2:29][CH2:28][CH2:27][O:26][CH3:25])=[O:60])=[C:4]2[N:10]=[C:9]([C:11]3[CH:16]=[CH:15][C:14]([CH2:17][N:18]4[CH2:23][CH2:22][O:21][CH2:20][CH2:19]4)=[CH:13][CH:12]=3)[NH:8][C:5]2=[N:6][CH:7]=1, predict the reactants needed to synthesize it. The reactants are: [Cl:1][C:2]1[C:3](I)=[C:4]2[N:10]=[C:9]([C:11]3[CH:16]=[CH:15][C:14]([CH2:17][N:18]4[CH2:23][CH2:22][O:21][CH2:20][CH2:19]4)=[CH:13][CH:12]=3)[NH:8][C:5]2=[N:6][CH:7]=1.[CH3:25][O:26][CH2:27][CH2:28][CH2:29][NH2:30].C1(P(C2C=CC=CC=2)CCCP(C2C=CC=CC=2)C2C=CC=CC=2)C=CC=CC=1.[O:60]1CCOC[CH2:61]1. (2) Given the product [CH3:38][O:3][CH:4]1[C:12]2[C:7](=[CH:8][CH:9]=[C:10]([C:13]([F:16])([F:14])[F:15])[CH:11]=2)[CH:6]([N:17]2[CH2:22][CH2:21][N:20]([C:23]3([CH3:36])[CH2:24][CH2:25][N:26]([C:29]([O:31][C:32]([CH3:35])([CH3:34])[CH3:33])=[O:30])[CH2:27][CH2:28]3)[CH2:19][C@@H:18]2[CH3:37])[CH2:5]1, predict the reactants needed to synthesize it. The reactants are: [H-].[Na+].[OH:3][CH:4]1[C:12]2[C:7](=[CH:8][CH:9]=[C:10]([C:13]([F:16])([F:15])[F:14])[CH:11]=2)[CH:6]([N:17]2[CH2:22][CH2:21][N:20]([C:23]3([CH3:36])[CH2:28][CH2:27][N:26]([C:29]([O:31][C:32]([CH3:35])([CH3:34])[CH3:33])=[O:30])[CH2:25][CH2:24]3)[CH2:19][CH:18]2[CH3:37])[CH2:5]1.[CH3:38]I.